Predict the reactants needed to synthesize the given product. From a dataset of Full USPTO retrosynthesis dataset with 1.9M reactions from patents (1976-2016). (1) Given the product [Cl:1][C:2]1[N:7]=[CH:6][N:5]=[C:4]2[C:3]=1[N:9]=[C:16]([C:14]1[CH:13]=[N:12][N:11]([CH3:10])[CH:15]=1)[NH:8]2, predict the reactants needed to synthesize it. The reactants are: [Cl:1][C:2]1[N:7]=[CH:6][N:5]=[C:4]([NH2:8])[C:3]=1[NH2:9].[CH3:10][N:11]1[CH:15]=[C:14]([C:16](O)=O)[CH:13]=[N:12]1.[Cl-].[NH4+].N. (2) Given the product [CH3:1][C:2]1[CH:3]=[CH:4][C:5]([S:8]([NH:11][C:12]2[N:13]=[C:14]([C:33]3[CH:34]=[CH:35][N:36]=[CH:37][CH:38]=3)[N:15]=[C:16]([O:27][CH2:28][C:29]#[C:30][CH2:31][O:32][C:46](=[O:47])[NH:45][CH:39]3[CH2:44][CH2:43][CH2:42][CH2:41][CH2:40]3)[C:17]=2[O:18][C:19]2[CH:24]=[CH:23][CH:22]=[CH:21][C:20]=2[O:25][CH3:26])(=[O:10])=[O:9])=[N:6][CH:7]=1, predict the reactants needed to synthesize it. The reactants are: [CH3:1][C:2]1[CH:3]=[CH:4][C:5]([S:8]([NH:11][C:12]2[C:17]([O:18][C:19]3[CH:24]=[CH:23][CH:22]=[CH:21][C:20]=3[O:25][CH3:26])=[C:16]([O:27][CH2:28][C:29]#[C:30][CH2:31][OH:32])[N:15]=[C:14]([C:33]3[CH:38]=[CH:37][N:36]=[CH:35][CH:34]=3)[N:13]=2)(=[O:10])=[O:9])=[N:6][CH:7]=1.[CH:39]1([N:45]=[C:46]=[O:47])[CH2:44][CH2:43][CH2:42][CH2:41][CH2:40]1. (3) Given the product [CH2:1]([O:3][C:4]([C:6]1[CH:7]=[N:8][C:9]2[C:14]([C:15]=1[Cl:19])=[CH:13][C:12]([Cl:17])=[CH:11][CH:10]=2)=[O:5])[CH3:2], predict the reactants needed to synthesize it. The reactants are: [CH2:1]([O:3][C:4]([C:6]1[C:15](=O)[C:14]2[C:9](=[CH:10][CH:11]=[C:12]([Cl:17])[CH:13]=2)[NH:8][CH:7]=1)=[O:5])[CH3:2].O(Cl)[Cl:19].[P+5]. (4) Given the product [Cl:32][C:33]1[CH:38]=[CH:37][C:36]([S:39][CH:16]([C:24]2[CH:29]=[C:28]([F:30])[CH:27]=[CH:26][C:25]=2[F:31])[C:17]2[N:18]([CH3:23])[C:19]([Cl:22])=[CH:20][N:21]=2)=[CH:35][CH:34]=1, predict the reactants needed to synthesize it. The reactants are: FC(F)(F)C(O)=O.C(OC(O[CH:16]([C:24]1[CH:29]=[C:28]([F:30])[CH:27]=[CH:26][C:25]=1[F:31])[C:17]1[N:18]([CH3:23])[C:19]([Cl:22])=[CH:20][N:21]=1)=O)(C)(C)C.[Cl:32][C:33]1[CH:38]=[CH:37][C:36]([SH:39])=[CH:35][CH:34]=1.C(=O)([O-])[O-].[K+].[K+]. (5) Given the product [F:16][C:13]1[CH:14]=[CH:15][C:10]([CH2:9][NH:8][C:6](=[O:7])[C:5]2[C:17]([CH3:19])=[CH:18][C:2]([N:22]3[CH2:27][CH2:26][O:25][CH2:24][CH2:23]3)=[CH:3][C:4]=2[O:20][CH3:21])=[CH:11][CH:12]=1, predict the reactants needed to synthesize it. The reactants are: Br[C:2]1[CH:18]=[C:17]([CH3:19])[C:5]([C:6]([NH:8][CH2:9][C:10]2[CH:15]=[CH:14][C:13]([F:16])=[CH:12][CH:11]=2)=[O:7])=[C:4]([O:20][CH3:21])[CH:3]=1.[NH:22]1[CH2:27][CH2:26][O:25][CH2:24][CH2:23]1.CC(C)([O-])C.[Na+].C1(P(C2C=CC=CC=2)C2C=CC3C(=CC=CC=3)C=2C2C3C(=CC=CC=3)C=CC=2P(C2C=CC=CC=2)C2C=CC=CC=2)C=CC=CC=1.